Dataset: Forward reaction prediction with 1.9M reactions from USPTO patents (1976-2016). Task: Predict the product of the given reaction. (1) The product is: [Cl:37][C:34]1[CH:35]=[CH:36][C:31]([CH:23]([C:24]2[CH:25]=[CH:26][C:27]([Cl:30])=[CH:28][CH:29]=2)[N:21]2[CH2:22][CH:19]([CH2:18][S:15]([NH:14][C:9]3[CH:8]=[C:7]([CH:12]=[C:11]([F:13])[CH:10]=3)[C:6]([OH:38])=[O:5])(=[O:16])=[O:17])[CH2:20]2)=[CH:32][CH:33]=1. Given the reactants [OH-].[Li+].C([O:5][C:6](=[O:38])[C:7]1[CH:12]=[C:11]([F:13])[CH:10]=[C:9]([NH:14][S:15]([CH2:18][CH:19]2[CH2:22][N:21]([CH:23]([C:31]3[CH:36]=[CH:35][C:34]([Cl:37])=[CH:33][CH:32]=3)[C:24]3[CH:29]=[CH:28][C:27]([Cl:30])=[CH:26][CH:25]=3)[CH2:20]2)(=[O:17])=[O:16])[CH:8]=1)C.O1CCCC1.P([O-])([O-])(O)=O.[Na+].[Na+], predict the reaction product. (2) Given the reactants [I:1][C:2]1[CH:3]=[C:4]2[C:8](=[CH:9][CH:10]=1)[NH:7][N:6]=[C:5]2[CH:11]=O.[NH2:13][C:14]1[CH:19]=[CH:18][CH:17]=[CH:16][C:15]=1[NH2:20], predict the reaction product. The product is: [NH:13]1[C:14]2[CH:19]=[CH:18][CH:17]=[CH:16][C:15]=2[N:20]=[C:11]1[C:5]1[C:4]2[C:8](=[CH:9][CH:10]=[C:2]([I:1])[CH:3]=2)[NH:7][N:6]=1. (3) The product is: [CH:1]1[C:10]2[C:5](=[CH:6][CH:7]=[CH:8][C:9]=2[CH:11]([OH:13])[CH3:12])[CH:4]=[CH:3][N:2]=1. Given the reactants [CH:1]1[C:10]2[C:5](=[CH:6][CH:7]=[CH:8][C:9]=2[C:11](=[O:13])[CH3:12])[CH:4]=[CH:3][N:2]=1.[BH4-].[Na+], predict the reaction product. (4) Given the reactants [NH2:1][C:2]1[CH:10]=[CH:9][C:8]([C:11]([F:14])([F:13])[F:12])=[CH:7][C:3]=1[C:4]([OH:6])=[O:5].OS(O)(=O)=O.[CH3:20]O, predict the reaction product. The product is: [NH2:1][C:2]1[CH:10]=[CH:9][C:8]([C:11]([F:12])([F:13])[F:14])=[CH:7][C:3]=1[C:4]([O:6][CH3:20])=[O:5]. (5) Given the reactants C(C1C=CC(C2C=CC(CCN(C[C@H:26]([OH:33])[C:27]3[CH:32]=[CH:31][CH:30]=[CH:29][CH:28]=3)C(=O)OC(C)(C)C)=CC=2)=CC=1N(C(C)C)C)=O.OO.Cl([O-])=[O:42].[Na+], predict the reaction product. The product is: [C:26]([OH:33])(=[O:42])[C:27]1[CH:28]=[CH:29][CH:30]=[CH:31][CH:32]=1. (6) Given the reactants [C:1]1([C:27]2[CH:32]=[CH:31][CH:30]=[CH:29][CH:28]=2)[CH:6]=[CH:5][C:4]([C:7]([N:9]2[CH2:14][CH2:13][N:12]([C:15]3[C:16]4[CH:24]=[C:23]([CH2:25][CH3:26])[S:22][C:17]=4[N:18]=[C:19](Cl)[N:20]=3)[CH2:11][CH2:10]2)=[O:8])=[CH:3][CH:2]=1.[C:33]([NH:36][CH2:37][CH2:38][SH:39])(=[O:35])[CH3:34], predict the reaction product. The product is: [C:1]1([C:27]2[CH:32]=[CH:31][CH:30]=[CH:29][CH:28]=2)[CH:6]=[CH:5][C:4]([C:7]([N:9]2[CH2:14][CH2:13][N:12]([C:15]3[C:16]4[CH:24]=[C:23]([CH2:25][CH3:26])[S:22][C:17]=4[N:18]=[C:19]([S:39][CH2:38][CH2:37][NH:36][C:33](=[O:35])[CH3:34])[N:20]=3)[CH2:11][CH2:10]2)=[O:8])=[CH:3][CH:2]=1. (7) The product is: [Br:23][C:21]1[CH:22]=[C:17]([Br:16])[C:18]2[N:19]([CH:2]=[CH:3][N:26]=2)[C:20]=1[CH2:24][CH3:25]. Given the reactants Br[CH2:2][CH:3](OCC)OCC.Br.C(=O)(O)[O-].[Na+].[Br:16][C:17]1[C:18]([NH2:26])=[N:19][C:20]([CH2:24][CH3:25])=[C:21]([Br:23])[CH:22]=1, predict the reaction product. (8) Given the reactants [CH2:1](O)[CH2:2][CH2:3][CH2:4][CH2:5]/[CH:6]=[CH:7]\[CH2:8][CH2:9][CH2:10][CH2:11][CH2:12][CH2:13][CH3:14].C(Br)(Br)(Br)[Br:17].C1(P(C2C=CC=CC=2)C2C=CC=CC=2)C=CC=CC=1, predict the reaction product. The product is: [Br:17][CH2:1][CH2:2][CH2:3][CH2:4][CH2:5]/[CH:6]=[CH:7]\[CH2:8][CH2:9][CH2:10][CH2:11][CH2:12][CH2:13][CH3:14]. (9) Given the reactants Cl.[C:2]([C:4]1[CH:9]=[CH:8][CH:7]=[CH:6][C:5]=1[S:10]([O:13][C:14]1[CH:15]=[C:16]([CH:22]=[C:23]([CH3:25])[CH:24]=1)[O:17][CH2:18][CH2:19][CH:20]=[O:21])(=[O:12])=[O:11])#[N:3].[N+]([O-])(O)=[O:27].[NH2:30][NH:31][C:32]([NH2:34])=[NH:33].O, predict the reaction product. The product is: [C:20]([OH:21])(=[O:27])[CH3:19].[C:2]([C:4]1[CH:9]=[CH:8][CH:7]=[CH:6][C:5]=1[S:10]([O:13][C:14]1[CH:15]=[C:16]([CH:22]=[C:23]([CH3:25])[CH:24]=1)[O:17][CH2:18][CH2:19][CH2:20][NH:30][NH:31][C:32]([NH2:34])=[NH:33])(=[O:12])=[O:11])#[N:3]. (10) Given the reactants [CH3:1][O:2][C:3](=[O:35])[CH:4]([C:9]1[CH:14]=[C:13]([C:15]2[CH:20]=[CH:19][C:18]([C:21]([F:24])([F:23])[F:22])=[CH:17][CH:16]=2)[N:12]=[C:11]([C:25]2[CH:30]=[CH:29][C:28]([C:31]([F:34])([F:33])[F:32])=[CH:27][CH:26]=2)[CH:10]=1)[CH2:5][C:6]([CH3:8])=[CH2:7], predict the reaction product. The product is: [CH3:1][O:2][C:3](=[O:35])[CH:4]([C:9]1[CH:10]=[C:11]([C:25]2[CH:26]=[CH:27][C:28]([C:31]([F:32])([F:33])[F:34])=[CH:29][CH:30]=2)[N:12]=[C:13]([C:15]2[CH:16]=[CH:17][C:18]([C:21]([F:22])([F:23])[F:24])=[CH:19][CH:20]=2)[CH:14]=1)[CH2:5][CH:6]([CH3:8])[CH3:7].